Predict the reaction yield, written as a fraction of the theoretical maximum amount of product (1.0 means a 100% yield; for example, 0.34 means a 34% yield). From a dataset of Reaction yield outcomes from USPTO patents with 853,638 reactions. (1) The reactants are [C:1]1([OH:21])[C:2]([C:11]2[CH:20]=[CH:19][C:18]3[CH2:17][CH2:16][CH2:15][CH2:14][C:13]=3[CH:12]=2)=[CH:3][CH:4]=[C:5]2[C:10]=1[CH2:9][CH2:8][CH2:7][CH2:6]2.[CH:22]1[CH2:26][CH2:25][CH2:24][CH:23]=1. The catalyst is O.O.O.O.O.O.O.O.O.O.O.O.O.O.O.O.O.O.O.O.O.O.O.O.O.O.O.O.O.O.O.O.O.O.O.O.O.O.O.O.P.[W].[W].[W].[W].[W].[W].[W].[W].[W].[W].[W].[W]. The product is [CH:22]1([C:3]2[CH:4]=[C:5]3[C:10]([CH2:9][CH2:8][CH2:7][CH2:6]3)=[C:1]([OH:21])[C:2]=2[C:11]2[C:20]([CH:22]3[CH2:26][CH2:25][CH2:24][CH2:23]3)=[CH:19][C:18]3[CH2:17][CH2:16][CH2:15][CH2:14][C:13]=3[CH:12]=2)[CH2:26][CH2:25][CH2:24][CH2:23]1. The yield is 0.420. (2) The reactants are [S:1]1[CH:5]=[CH:4][CH:3]=[C:2]1[CH:6]=O.[O:8]=[C:9]([CH:11](P(=O)(OCC)OCC)[CH2:12][CH2:13][CH2:14][CH2:15][CH3:16])[CH3:10]. No catalyst specified. The product is [S:1]1[CH:5]=[CH:4][CH:3]=[C:2]1/[CH:6]=[C:11](\[CH2:12][CH2:13][CH2:14][CH2:15][CH3:16])/[C:9](=[O:8])[CH3:10]. The yield is 0.220. (3) The reactants are O1CCCCC1[N:7]1[C:15]2[C:10](=[CH:11][C:12]([C:16]3[N:20]=[CH:19][N:18](C(C4C=CC=CC=4)(C4C=CC=CC=4)C4C=CC=CC=4)[N:17]=3)=[CH:13][CH:14]=2)[C:9]([C:40]2[CH:45]=[CH:44][C:43]([NH2:46])=[CH:42][CH:41]=2)=[N:8]1.Cl.[C:48](Cl)(=O)[C:49]1[CH:54]=[CH:53][CH:52]=[N:51][CH:50]=1.C(N(CC)CC)C.[O:64]1CCC[CH2:65]1. No catalyst specified. The product is [NH:18]1[CH:19]=[N:20][C:16]([C:12]2[CH:11]=[C:10]3[C:15](=[CH:14][CH:13]=2)[NH:7][N:8]=[C:9]3[C:40]2[CH:45]=[CH:44][C:43]([NH:46][C:65](=[O:64])[CH2:48][C:49]3[CH:50]=[N:51][CH:52]=[CH:53][CH:54]=3)=[CH:42][CH:41]=2)=[N:17]1. The yield is 0.560. (4) The reactants are [F:1][C:2]1[CH:7]=[C:6]([CH3:8])[CH:5]=[C:4]([N+:9]([O-])=O)[C:3]=1[O:12][CH3:13]. The catalyst is [C].[Pd].CO. The product is [F:1][C:2]1[C:3]([O:12][CH3:13])=[C:4]([CH:5]=[C:6]([CH3:8])[CH:7]=1)[NH2:9]. The yield is 0.810.